From a dataset of Acute oral toxicity (LD50) regression data from Zhu et al.. Regression/Classification. Given a drug SMILES string, predict its toxicity properties. Task type varies by dataset: regression for continuous values (e.g., LD50, hERG inhibition percentage) or binary classification for toxic/non-toxic outcomes (e.g., AMES mutagenicity, cardiotoxicity, hepatotoxicity). Dataset: ld50_zhu. (1) The drug is CCOC(=O)COP(=S)(OCC)OCC. The rat oral LD50 is 2.41, given as -log10 of the dose in mol/kg body weight (higher means more acutely toxic). (2) The compound is O=C(O)c1cc(-n2c(-c3ccccc3)cc3c2CCc2ccccc2-3)ccc1O. The rat oral LD50 is 2.93, given as -log10 of the dose in mol/kg body weight (higher means more acutely toxic). (3) The drug is COC(=O)C1(O)c2ccccc2-c2ccc(Cl)cc21. The rat oral LD50 is 1.95, given as -log10 of the dose in mol/kg body weight (higher means more acutely toxic). (4) The drug is CC(N)Cc1ccccc1. The rat oral LD50 is 3.65, given as -log10 of the dose in mol/kg body weight (higher means more acutely toxic). (5) The molecule is CC(=O)N1CCN(c2ccc(OCC3COC(Cn4ccnc4)(c4ccc(Cl)cc4Cl)O3)cc2)CC1. The rat oral LD50 is 3.50, given as -log10 of the dose in mol/kg body weight (higher means more acutely toxic). (6) The compound is CCCC(C)(Oc1ccc(Cc2ccc(Cl)cc2)cc1)C(=O)OCc1cccnc1. The rat oral LD50 is 1.63, given as -log10 of the dose in mol/kg body weight (higher means more acutely toxic).